Predict the reactants needed to synthesize the given product. From a dataset of Full USPTO retrosynthesis dataset with 1.9M reactions from patents (1976-2016). (1) Given the product [Br:12][C:9]1[CH:10]=[CH:11][C:2]([NH:1][S:19]([C:13]2[CH:18]=[CH:17][CH:16]=[CH:15][CH:14]=2)(=[O:21])=[O:20])=[C:3]([CH:8]=1)[C:4]([O:6][CH3:7])=[O:5], predict the reactants needed to synthesize it. The reactants are: [NH2:1][C:2]1[CH:11]=[CH:10][C:9]([Br:12])=[CH:8][C:3]=1[C:4]([O:6][CH3:7])=[O:5].[C:13]1([S:19](Cl)(=[O:21])=[O:20])[CH:18]=[CH:17][CH:16]=[CH:15][CH:14]=1. (2) Given the product [F:34][C:35]([F:54])([F:53])[S:36]([O:1][C:2]1[C:23]2[C:18](=[CH:19][CH:20]=[CH:21][CH:22]=2)[C:5]2([CH2:6][CH2:7][N:8]([C:11]([O:13][C:14]([CH3:15])([CH3:16])[CH3:17])=[O:12])[CH2:9][CH2:10]2)[CH2:4][CH:3]=1)(=[O:38])=[O:37], predict the reactants needed to synthesize it. The reactants are: [O:1]=[C:2]1[C:23]2[C:18](=[CH:19][CH:20]=[CH:21][CH:22]=2)[C:5]2([CH2:10][CH2:9][N:8]([C:11]([O:13][C:14]([CH3:17])([CH3:16])[CH3:15])=[O:12])[CH2:7][CH2:6]2)[CH2:4][CH2:3]1.C[Si]([N-][Si](C)(C)C)(C)C.[Li+].[F:34][C:35]([F:54])([F:53])[S:36](N(C1C=CC=CN=1)[S:36]([C:35]([F:54])([F:53])[F:34])(=[O:38])=[O:37])(=[O:38])=[O:37]. (3) Given the product [CH2:1]([O:8][C:9]1[CH:10]=[C:11]2[C:15](=[CH:16][C:17]=1[F:18])[N:14]([C:24]([O:23][C:20]([CH3:22])([CH3:21])[CH3:19])=[O:25])[CH:13]=[CH:12]2)[C:2]1[CH:3]=[CH:4][CH:5]=[CH:6][CH:7]=1, predict the reactants needed to synthesize it. The reactants are: [CH2:1]([O:8][C:9]1[CH:10]=[C:11]2[C:15](=[CH:16][C:17]=1[F:18])[NH:14][CH:13]=[CH:12]2)[C:2]1[CH:7]=[CH:6][CH:5]=[CH:4][CH:3]=1.[CH3:19][C:20]([O:23][C:24](O[C:24]([O:23][C:20]([CH3:22])([CH3:21])[CH3:19])=[O:25])=[O:25])([CH3:22])[CH3:21]. (4) Given the product [CH3:1][N:2]([CH3:21])[C:3]([CH2:19][CH3:20])([CH2:16][CH:17]=[CH2:18])[C:4]([C:6]1[CH:11]=[CH:10][C:9]([N:12]([CH2:13][CH2:14][OH:15])[CH3:24])=[CH:8][CH:7]=1)=[O:5], predict the reactants needed to synthesize it. The reactants are: [CH3:1][N:2]([CH3:21])[C:3]([CH2:19][CH3:20])([CH2:16][CH:17]=[CH2:18])[C:4]([C:6]1[CH:11]=[CH:10][C:9]([NH:12][CH2:13][CH2:14][OH:15])=[CH:8][CH:7]=1)=[O:5].C=O.[C:24]([BH3-])#N.[Na+]. (5) The reactants are: [F:1][C:2]1[C:7]([F:8])=[CH:6][CH:5]=[CH:4][C:3]=1[OH:9].[CH2:10](Br)[C:11]#[CH:12].C(=O)([O-])[O-].[K+].[K+]. Given the product [F:8][C:7]1[CH:6]=[CH:5][CH:4]=[C:3]([O:9][CH2:12][C:11]#[CH:10])[C:2]=1[F:1], predict the reactants needed to synthesize it. (6) Given the product [C:20]([C:17]1[CH:18]=[CH:19][C:14]([CH2:13][NH:12][C:10](=[O:11])[CH:9]([C:5]2[C:6]([F:8])=[CH:7][C:2]([C:26]3[CH:31]=[CH:30][CH:29]=[CH:28][CH:27]=3)=[CH:3][C:4]=2[F:25])[O:22][CH2:23][CH3:24])=[CH:15][CH:16]=1)#[N:21], predict the reactants needed to synthesize it. The reactants are: Br[C:2]1[CH:7]=[C:6]([F:8])[C:5]([CH:9]([O:22][CH2:23][CH3:24])[C:10]([NH:12][CH2:13][C:14]2[CH:19]=[CH:18][C:17]([C:20]#[N:21])=[CH:16][CH:15]=2)=[O:11])=[C:4]([F:25])[CH:3]=1.[C:26]1(B(O)O)[CH:31]=[CH:30][CH:29]=[CH:28][CH:27]=1.